This data is from Full USPTO retrosynthesis dataset with 1.9M reactions from patents (1976-2016). The task is: Predict the reactants needed to synthesize the given product. (1) Given the product [Cl:21][C:17]1[CH:16]=[C:15]([C:9]2([C:6]3[CH:7]=[CH:8][C:3]([C:30]4[CH:31]=[N:32][NH:33][CH:34]=4)=[CH:4][CH:5]=3)[CH2:14][CH2:13][NH:12][CH2:11][CH2:10]2)[CH:20]=[CH:19][CH:18]=1, predict the reactants needed to synthesize it. The reactants are: Cl.Br[C:3]1[CH:8]=[CH:7][C:6]([C:9]2([C:15]3[CH:20]=[CH:19][CH:18]=[C:17]([Cl:21])[CH:16]=3)[CH2:14][CH2:13][NH:12][CH2:11][CH2:10]2)=[CH:5][CH:4]=1.CC1(C)C(C)(C)OB([C:30]2[CH:31]=[N:32][NH:33][CH:34]=2)O1.C(=O)([O-])[O-].[K+].[K+]. (2) Given the product [Cl:18][C:19]1[C:20]([CH3:29])=[C:21]([S:25]([NH:17][C:14]2[S:15][CH:16]=[C:12]([C:4]3[CH:5]=[C:6]([N+:9]([O-:11])=[O:10])[CH:7]=[CH:8][C:3]=3[Cl:2])[N:13]=2)(=[O:27])=[O:26])[CH:22]=[CH:23][CH:24]=1, predict the reactants needed to synthesize it. The reactants are: Br.[Cl:2][C:3]1[CH:8]=[CH:7][C:6]([N+:9]([O-:11])=[O:10])=[CH:5][C:4]=1[C:12]1[N:13]=[C:14]([NH2:17])[S:15][CH:16]=1.[Cl:18][C:19]1[C:20]([CH3:29])=[C:21]([S:25](Cl)(=[O:27])=[O:26])[CH:22]=[CH:23][CH:24]=1. (3) Given the product [N:21]1[CH:22]=[CH:23][CH:24]=[C:19]([CH2:18][O:17][C:14]2[CH:15]=[CH:16][N:11]([CH2:10][CH2:9][C:6]3[CH:7]=[CH:8][C:3]([CH2:2][N:28]4[CH2:29][CH2:30][CH2:27][CH2:26]4)=[CH:4][CH:5]=3)[C:12](=[O:25])[CH:13]=2)[CH:20]=1, predict the reactants needed to synthesize it. The reactants are: O[CH2:2][C:3]1[CH:8]=[CH:7][C:6]([CH2:9][CH2:10][N:11]2[CH:16]=[CH:15][C:14]([O:17][CH2:18][C:19]3[CH:20]=[N:21][CH:22]=[CH:23][CH:24]=3)=[CH:13][C:12]2=[O:25])=[CH:5][CH:4]=1.[CH2:26]([N:28](CC)[CH2:29][CH3:30])[CH3:27].CS(Cl)(=O)=O.N1CCCC1. (4) Given the product [OH:23][CH2:22][CH2:21][CH2:20][N:18]1[CH:19]=[C:15]([C:12]2[N:11]=[C:10]([C:24](=[O:25])[NH:26][CH3:27])[C:9]([NH:8][C:6]3[C:5]([C:28]([F:31])([F:30])[F:29])=[CH:4][N:3]=[C:2]([NH:32][C:33]4[CH:47]=[CH:46][C:36]([CH2:37][P:38](=[O:45])([O:42][CH2:43][CH3:44])[O:39][CH2:40][CH3:41])=[CH:35][C:34]=4[O:48][CH3:49])[CH:7]=3)=[CH:14][CH:13]=2)[CH:16]=[N:17]1, predict the reactants needed to synthesize it. The reactants are: Cl[C:2]1[CH:7]=[C:6]([NH:8][C:9]2[C:10]([C:24]([NH:26][CH3:27])=[O:25])=[N:11][C:12]([C:15]3[CH:16]=[N:17][N:18]([CH2:20][CH2:21][CH2:22][OH:23])[CH:19]=3)=[CH:13][CH:14]=2)[C:5]([C:28]([F:31])([F:30])[F:29])=[CH:4][N:3]=1.[NH2:32][C:33]1[CH:47]=[CH:46][C:36]([CH2:37][P:38](=[O:45])([O:42][CH2:43][CH3:44])[O:39][CH2:40][CH3:41])=[CH:35][C:34]=1[O:48][CH3:49].CC1(C)C2C(=C(P(C3C=CC=CC=3)C3C=CC=CC=3)C=CC=2)OC2C(P(C3C=CC=CC=3)C3C=CC=CC=3)=CC=CC1=2.C([O-])([O-])=O.[Cs+].[Cs+].